This data is from Full USPTO retrosynthesis dataset with 1.9M reactions from patents (1976-2016). The task is: Predict the reactants needed to synthesize the given product. (1) Given the product [C:28]([C:32]1[N:33]=[C:34]([N:54]2[CH2:55][C:52]([F:56])([F:51])[CH2:53]2)[C:35]2[N:40]=[N:39][N:38]([CH2:41][C:42]3[CH:47]=[CH:46][CH:45]=[CH:44][C:43]=3[Cl:48])[C:36]=2[N:37]=1)([CH3:31])([CH3:30])[CH3:29], predict the reactants needed to synthesize it. The reactants are: C(C1N=C(N2CCOCC2)C2N=NN(CC3C=CC=CC=3Cl)C=2N=1)(C)(C)C.[C:28]([C:32]1[N:33]=[C:34](Cl)[C:35]2[N:40]=[N:39][N:38]([CH2:41][C:42]3[CH:47]=[CH:46][CH:45]=[CH:44][C:43]=3[Cl:48])[C:36]=2[N:37]=1)([CH3:31])([CH3:30])[CH3:29].Cl.[F:51][C:52]1([F:56])[CH2:55][NH:54][CH2:53]1. (2) Given the product [F:1][C:2]1[CH:3]=[CH:4][C:5]([C:8]2([OH:9])[C:12]3[CH:13]=[CH:14][CH:15]=[CH:16][C:11]=3[C:10](=[O:17])[N:20]3[CH2:24][CH2:23][CH2:22][N:21]=[C:18]23)=[CH:6][CH:7]=1, predict the reactants needed to synthesize it. The reactants are: [F:1][C:2]1[CH:7]=[CH:6][C:5]([C:8]2([C:18]([NH2:20])=O)[C:12]3[CH:13]=[CH:14][CH:15]=[CH:16][C:11]=3[C:10](=[O:17])[O:9]2)=[CH:4][CH:3]=1.[NH2:21][CH2:22][CH2:23][CH2:24]N.C1(C)C=CC=CC=1. (3) Given the product [F:25][C:18]1[CH:17]=[C:16]([NH:15][S:11]([C:8]2[CH:9]=[C:10]3[C:5](=[CH:6][CH:7]=2)[CH2:4][CH2:3][C:2]3=[O:1])(=[O:13])=[O:12])[CH:21]=[CH:20][C:19]=1[C:22]([OH:24])=[O:23], predict the reactants needed to synthesize it. The reactants are: [O:1]=[C:2]1[C:10]2[C:5](=[CH:6][CH:7]=[C:8]([S:11](Cl)(=[O:13])=[O:12])[CH:9]=2)[CH2:4][CH2:3]1.[NH2:15][C:16]1[CH:21]=[CH:20][C:19]([C:22]([OH:24])=[O:23])=[C:18]([F:25])[CH:17]=1.ClCCl. (4) Given the product [O:13]([C:10]1[CH:11]=[CH:12][C:7]2[CH2:26][CH2:23][O:24][B:20]([OH:21])[C:8]=2[CH:9]=1)[C:14]1[CH:15]=[CH:16][CH:17]=[CH:18][CH:19]=1, predict the reactants needed to synthesize it. The reactants are: COCOCC[C:7]1[CH:12]=[CH:11][C:10]([O:13][C:14]2[CH:19]=[CH:18][CH:17]=[CH:16][CH:15]=2)=[CH:9][C:8]=1[B:20]1[O:24][C:23]([CH3:26])(C)C(C)(C)[O:21]1.Cl. (5) Given the product [CH3:1][O:2][C:3]1[CH:8]=[CH:7][C:6]([C:13]2[CH:18]=[CH:17][C:16]([S:19]([OH:22])(=[O:21])=[O:20])=[CH:15][CH:14]=2)=[CH:5][CH:4]=1, predict the reactants needed to synthesize it. The reactants are: [CH3:1][O:2][C:3]1[CH:8]=[CH:7][C:6](B(O)O)=[CH:5][CH:4]=1.Br[C:13]1[CH:18]=[CH:17][C:16]([S:19]([OH:22])(=[O:21])=[O:20])=[CH:15][CH:14]=1.C(=O)([O-])[O-].[K+].[K+].C(COC)OC.